Dataset: Forward reaction prediction with 1.9M reactions from USPTO patents (1976-2016). Task: Predict the product of the given reaction. (1) The product is: [C:15]([C:16]1[CH:17]=[C:18]([NH2:19])[N:12]([C:9]2[CH:8]=[CH:7][C:6]([C:2]([CH3:5])([CH3:3])[CH3:4])=[CH:11][CH:10]=2)[N:13]=1)([CH3:22])([CH3:21])[CH3:14]. Given the reactants Cl.[C:2]([C:6]1[CH:11]=[CH:10][C:9]([NH:12][NH2:13])=[CH:8][CH:7]=1)([CH3:5])([CH3:4])[CH3:3].[CH3:14][C:15]([CH3:22])([CH3:21])[C:16](=O)[CH2:17][C:18]#[N:19], predict the reaction product. (2) Given the reactants BrC1C=CC(S(Cl)(=O)=O)=C(F)C=1C(F)F.[Br:16][C:17]1[C:26]2[C:21](=[CH:22][CH:23]=[CH:24][CH:25]=2)[C:20]([S:27](Cl)(=[O:29])=[O:28])=[CH:19][CH:18]=1.[F:31][C:32]([F:37])([F:36])[C@@H:33]([NH2:35])[CH3:34], predict the reaction product. The product is: [Br:16][C:17]1[C:26]2[C:21](=[CH:22][CH:23]=[CH:24][CH:25]=2)[C:20]([S:27]([NH:35][C@@H:33]([CH3:34])[C:32]([F:37])([F:36])[F:31])(=[O:29])=[O:28])=[CH:19][CH:18]=1. (3) Given the reactants Br[C:2]1[CH:3]=[C:4]([CH2:8][CH2:9][OH:10])[CH:5]=[CH:6][CH:7]=1.C(O)C.[C:14]1(B(O)O)[CH:19]=[CH:18][CH:17]=[CH:16][CH:15]=1.C(=O)([O-])[O-].[Na+].[Na+], predict the reaction product. The product is: [OH:10][CH2:9][CH2:8][C:4]1[CH:3]=[C:2]([C:14]2[CH:19]=[CH:18][CH:17]=[CH:16][CH:15]=2)[CH:7]=[CH:6][CH:5]=1. (4) The product is: [CH:1]1[CH:2]=[CH:3][C:4]([CH:7]([N:15]2[CH2:20][CH2:19][N:18]([CH2:21][CH2:22][O:23][CH2:24][C:25]([OH:27])=[O:26])[CH2:17][CH2:16]2)[C:8]2[CH:9]=[CH:10][C:11]([Cl:14])=[CH:12][CH:13]=2)=[CH:5][CH:6]=1.[CH3:28][C@H:29]1[C@:46]([OH:52])([C:47]([S:49][CH2:50][F:51])=[O:48])[C@:45]2([CH3:53])[C@H:31]([C@H:32]3[C@:42]([F:55])([C@@H:43]([OH:54])[CH2:44]2)[C@:41]2([CH3:56])[C:35](=[CH:36][C:37]([CH:39]=[CH:40]2)=[O:38])[C@@H:34]([F:57])[CH2:33]3)[CH2:30]1. Given the reactants [CH:1]1[CH:2]=[CH:3][C:4]([CH:7]([N:15]2[CH2:20][CH2:19][N:18]([CH2:21][CH2:22][O:23][CH2:24][C:25]([OH:27])=[O:26])[CH2:17][CH2:16]2)[C:8]2[CH:9]=[CH:10][C:11]([Cl:14])=[CH:12][CH:13]=2)=[CH:5][CH:6]=1.[CH3:28][C@H:29]1[C@:46]([OH:52])([C:47]([S:49][CH2:50][F:51])=[O:48])[C@:45]2([CH3:53])[C@H:31]([C@H:32]3[C@:42]([F:55])([C@@H:43]([OH:54])[CH2:44]2)[C@:41]2([CH3:56])[C:35](=[CH:36][C:37]([CH:39]=[CH:40]2)=[O:38])[C@@H:34]([F:57])[CH2:33]3)[CH2:30]1, predict the reaction product. (5) Given the reactants [CH2:1]([S:8]([NH:11][C:12]([CH:14]1[CH2:19][CH2:18][N:17]([C:20]2[C:30]([C:31]#[N:32])=[CH:29][C:23]([C:24]([O:26]CC)=[O:25])=[C:22]([CH2:33][N:34]3[CH2:38][CH2:37][CH2:36][C:35]3=[O:39])[N:21]=2)[CH2:16][CH2:15]1)=[O:13])(=[O:10])=[O:9])[C:2]1[CH:7]=[CH:6][CH:5]=[CH:4][CH:3]=1.CC(O)C.[OH-].[Na+].C(O)(=O)C, predict the reaction product. The product is: [CH2:1]([S:8]([NH:11][C:12]([CH:14]1[CH2:19][CH2:18][N:17]([C:20]2[C:30]([C:31]#[N:32])=[CH:29][C:23]([C:24]([OH:26])=[O:25])=[C:22]([CH2:33][N:34]3[CH2:38][CH2:37][CH2:36][C:35]3=[O:39])[N:21]=2)[CH2:16][CH2:15]1)=[O:13])(=[O:9])=[O:10])[C:2]1[CH:7]=[CH:6][CH:5]=[CH:4][CH:3]=1.